From a dataset of Peptide-MHC class I binding affinity with 185,985 pairs from IEDB/IMGT. Regression. Given a peptide amino acid sequence and an MHC pseudo amino acid sequence, predict their binding affinity value. This is MHC class I binding data. (1) The MHC is HLA-B18:01 with pseudo-sequence HLA-B18:01. The peptide sequence is MAMTGLPQA. The binding affinity (normalized) is 0.0847. (2) The peptide sequence is CLIQKALFM. The MHC is HLA-A02:06 with pseudo-sequence HLA-A02:06. The binding affinity (normalized) is 0.180. (3) The peptide sequence is DQQEAARAA. The MHC is HLA-B15:03 with pseudo-sequence HLA-B15:03. The binding affinity (normalized) is 0.100. (4) The peptide sequence is EMRFAYICT. The MHC is HLA-B08:02 with pseudo-sequence YDSEYRNIFTNTDENTAYLSYNYYTWAVDAYTWY. The binding affinity (normalized) is 0.0847. (5) The peptide sequence is HSKKKCDEL. The MHC is HLA-A03:01 with pseudo-sequence HLA-A03:01. The binding affinity (normalized) is 0. (6) The peptide sequence is IISSKQYPA. The MHC is HLA-A02:06 with pseudo-sequence HLA-A02:06. The binding affinity (normalized) is 0.348.